This data is from Full USPTO retrosynthesis dataset with 1.9M reactions from patents (1976-2016). The task is: Predict the reactants needed to synthesize the given product. Given the product [CH3:36][O:35][CH2:34][O:33][C:23]1[C:24]([C:14]([OH:16])=[O:15])=[CH:25][C:26]2[C:27]([CH3:31])([CH3:30])[CH2:28][CH2:29][C:20]([CH3:37])([CH3:19])[C:21]=2[CH:22]=1, predict the reactants needed to synthesize it. The reactants are: CC1(C)CC(C)(C)C2C(=C(C)C=C([C:14]([OH:16])=[O:15])C=2)O1.[CH3:19][C:20]1([CH3:37])[CH2:29][CH2:28][C:27]([CH3:31])([CH3:30])[C:26]2[CH:25]=[C:24](Br)[C:23]([O:33][CH2:34][O:35][CH3:36])=[CH:22][C:21]1=2.[Li]C(C)(C)C.